This data is from Forward reaction prediction with 1.9M reactions from USPTO patents (1976-2016). The task is: Predict the product of the given reaction. (1) Given the reactants [Cl:1][C:2]1[CH:7]=[C:6]([Cl:8])[C:5]([O:9][CH3:10])=[CH:4][C:3]=1[NH:11][C:12]1[C:17]([C:18]#[N:19])=[CH:16][N:15]=[C:14]2[CH:20]=[C:21](I)[S:22][C:13]=12.[CH3:24][N:25]([CH3:29])[CH2:26][C:27]#[CH:28].CO, predict the reaction product. The product is: [Cl:1][C:2]1[CH:7]=[C:6]([Cl:8])[C:5]([O:9][CH3:10])=[CH:4][C:3]=1[NH:11][C:12]1[C:17]([C:18]#[N:19])=[CH:16][N:15]=[C:14]2[CH:20]=[C:21]([C:28]#[C:27][CH2:26][N:25]([CH3:29])[CH3:24])[S:22][C:13]=12. (2) Given the reactants [C:1]([C:5]1[N:10]=[C:9]([O:11][C:12]2[C:17]([CH3:18])=[CH:16][C:15]([CH3:19])=[CH:14][C:13]=2[CH3:20])[C:8]([C:21]([NH:23][S:24]([C:27]2[CH:32]=[CH:31][CH:30]=[C:29]([N+:33]([O-:35])=[O:34])[CH:28]=2)(=[O:26])=[O:25])=[O:22])=[CH:7][CH:6]=1)([CH3:4])([CH3:3])[CH3:2].CO.C1(C)C(C)=CC=CC=1.[C:46](OI(C1C=CC=CC=1)OC(=O)C)(=[O:48])C, predict the reaction product. The product is: [C:1]([C:5]1[N:10]=[C:9]([O:11][C:12]2[C:13]([CH3:20])=[CH:14][C:15]([CH3:19])=[CH:16][C:17]=2[CH3:18])[C:8]([C:21]([NH:23][S:24]([C:27]2[CH:32]=[CH:31][CH:30]=[C:29]([N+:33]([O-:35])=[O:34])[CH:28]=2)(=[O:26])=[O:25])=[O:22])=[C:7]([O:48][CH3:46])[CH:6]=1)([CH3:4])([CH3:2])[CH3:3]. (3) Given the reactants [F:1][C:2]1[CH:3]=[CH:4][C:5](B2OC(C)(C)C(C)(C)O2)=[C:6]([CH:9]=1)[C:7]#[N:8].[Br:19][C:20]1[CH:25]=[C:24]([F:26])[CH:23]=[C:22](Br)[CH:21]=1, predict the reaction product. The product is: [Br:19][C:20]1[CH:21]=[C:22]([C:5]2[C:6]([C:7]#[N:8])=[CH:9][C:2]([F:1])=[CH:3][CH:4]=2)[CH:23]=[C:24]([F:26])[CH:25]=1. (4) Given the reactants [CH3:1][C:2]1[C:10]2[C:5](=[CH:6][CH:7]=[C:8]([CH:11]=O)[CH:9]=2)[NH:4][N:3]=1.[NH2:13][C:14]([C:18]1[CH:23]=[CH:22][C:21]([Cl:24])=[CH:20][CH:19]=1)=[CH:15][C:16]#[N:17].[C:32]([O:34][CH2:35][C:36](=O)[CH2:31][C:32]([O:34][CH2:35][CH3:36])=[O:33])(=[O:33])[CH3:31].Cl, predict the reaction product. The product is: [Cl:24][C:21]1[CH:20]=[CH:19][C:18]([C:14]2[NH:13][C:36]3[CH2:35][O:34][C:32](=[O:33])[C:31]=3[CH:11]([C:8]3[CH:9]=[C:10]4[C:5](=[CH:6][CH:7]=3)[NH:4][N:3]=[C:2]4[CH3:1])[C:15]=2[C:16]#[N:17])=[CH:23][CH:22]=1.